From a dataset of Reaction yield outcomes from USPTO patents with 853,638 reactions. Predict the reaction yield, written as a fraction of the theoretical maximum amount of product (1.0 means a 100% yield; for example, 0.34 means a 34% yield). (1) The reactants are [I:1][C:2]1[CH:11]=[CH:10][C:9]2[C:4](=[C:5]([OH:12])[CH:6]=[CH:7][CH:8]=2)[N:3]=1.Br[CH:14]([CH3:16])[CH3:15]. No catalyst specified. The product is [I:1][C:2]1[CH:11]=[CH:10][C:9]2[C:4](=[C:5]([O:12][CH:14]([CH3:16])[CH3:15])[CH:6]=[CH:7][CH:8]=2)[N:3]=1. The yield is 0.840. (2) The reactants are [NH2:1][C:2]1[CH:7]=[CH:6][C:5]([C:8]2[CH:13]=[CH:12][C:11]([C:14](=[O:24])[CH2:15][CH:16]([CH2:21][CH2:22][CH3:23])[C:17]([O:19]C)=[O:18])=[CH:10][CH:9]=2)=[CH:4][CH:3]=1.Cl[C:26]1[S:27][C:28]2[CH:34]=[C:33]([Cl:35])[CH:32]=[CH:31][C:29]=2[N:30]=1.S1C2C=CC=CC=2N=C1NC1C=CC(C2C=CC(C(=O)CC(C)(C)C(O)=O)=CC=2)=CC=1. No catalyst specified. The product is [Cl:35][C:33]1[CH:32]=[CH:31][C:29]2[N:30]=[C:26]([NH:1][C:2]3[CH:3]=[CH:4][C:5]([C:8]4[CH:13]=[CH:12][C:11]([C:14](=[O:24])[CH2:15][CH:16]([CH2:21][CH2:22][CH3:23])[C:17]([OH:19])=[O:18])=[CH:10][CH:9]=4)=[CH:6][CH:7]=3)[S:27][C:28]=2[CH:34]=1. The yield is 0.180. (3) The reactants are C([O:3][C:4]([CH:6]1[CH2:11][CH2:10][CH:9]([N:12]2[CH:16]=[C:15]([C:17]3[CH:18]=[N:19][C:20]([C:23]4[CH:28]=[CH:27][CH:26]=[C:25]([C:29]5[CH:30]=[N:31][N:32]([CH3:34])[CH:33]=5)[CH:24]=4)=[N:21][CH:22]=3)[CH:14]=[N:13]2)[CH2:8][CH2:7]1)=[O:5])C.[OH-].[Na+].Cl. The catalyst is CC(O)C. The product is [CH3:34][N:32]1[CH:33]=[C:29]([C:25]2[CH:24]=[C:23]([C:20]3[N:21]=[CH:22][C:17]([C:15]4[CH:14]=[N:13][N:12]([CH:9]5[CH2:8][CH2:7][CH:6]([C:4]([OH:5])=[O:3])[CH2:11][CH2:10]5)[CH:16]=4)=[CH:18][N:19]=3)[CH:28]=[CH:27][CH:26]=2)[CH:30]=[N:31]1. The yield is 0.590. (4) The reactants are [NH2:1][C:2]1[C:3]([C:9](=[N:11][OH:12])[NH2:10])=[N:4][C:5]([Br:8])=[CH:6][N:7]=1.C(N(CC)CC)C.[C:20](Cl)(=[O:27])[C:21]1[CH:26]=[CH:25][CH:24]=[CH:23][CH:22]=1. The catalyst is C(Cl)Cl. The product is [NH2:1][C:2]1[C:3]([C:9](=[N:11][O:12][C:20](=[O:27])[C:21]2[CH:26]=[CH:25][CH:24]=[CH:23][CH:22]=2)[NH2:10])=[N:4][C:5]([Br:8])=[CH:6][N:7]=1. The yield is 0.700. (5) The reactants are [Cl:1][C:2]1[N:7]=[C:6]([C:8](OC)=[O:9])[CH:5]=[C:4]([N:12]2[CH2:16][C@H:15]([OH:17])[C@@H:14]([OH:18])[CH2:13]2)[N:3]=1.[NH3:19]. The catalyst is CO. The product is [Cl:1][C:2]1[N:7]=[C:6]([C:8]([NH2:19])=[O:9])[CH:5]=[C:4]([N:12]2[CH2:16][C@H:15]([OH:17])[C@@H:14]([OH:18])[CH2:13]2)[N:3]=1. The yield is 0.910. (6) The yield is 0.760. The reactants are Cl[C:2]1[C:6]2[CH:7]=[CH:8][CH:9]=[CH:10][C:5]=2[O:4][N:3]=1.[NH:11]1[CH2:16][CH2:15][NH:14][CH2:13][CH2:12]1. The product is [N:11]1([C:2]2[C:6]3[CH:7]=[CH:8][CH:9]=[CH:10][C:5]=3[O:4][N:3]=2)[CH2:16][CH2:15][NH:14][CH2:13][CH2:12]1. The catalyst is N1C=CC=CC=1. (7) The reactants are [NH:1]1[CH2:6][CH2:5][CH:4]([C:7]2[CH:15]=[CH:14][CH:13]=[C:12]3[C:8]=2[CH2:9][C:10](=[O:16])[NH:11]3)[CH2:3][CH2:2]1.[O:17]=[C:18]1[C:23]2=[CH:24][NH:25][C:26]([CH:27]=O)=[C:22]2[CH2:21][CH2:20][O:19]1. The catalyst is N1CCCCC1.C(O)C. The product is [O:16]=[C:10]1[C:9](=[CH:27][C:26]2[NH:25][CH:24]=[C:23]3[C:18](=[O:17])[O:19][CH2:20][CH2:21][C:22]=23)[C:8]2[C:12](=[CH:13][CH:14]=[CH:15][C:7]=2[CH:4]2[CH2:3][CH2:2][NH:1][CH2:6][CH2:5]2)[NH:11]1. The yield is 0.280. (8) The reactants are [CH:1]1([NH:4][CH:5]2[C:14]3[CH2:13][S:12][N:11]=[C:10]([N:15](C(OC(C)(C)C)=O)C(OC(C)(C)C)=O)[C:9]4=[N:30][N:31]([CH2:33][C:34]5[C:39]([CH3:40])=[C:38]([O:41][CH3:42])[C:37]([CH3:43])=[CH:36][N:35]=5)[N:32]=[C:7]([C:8]=34)[CH2:6]2)[CH2:3][CH2:2]1.CO.C=O.[C:48]([BH3-])#N.[Na+]. The catalyst is C(O)(=O)C. The product is [CH:1]1([N:4]([CH3:48])[CH:5]2[C:14]3[CH2:13][S:12][N:11]=[C:10]([NH2:15])[C:9]4=[N:30][N:31]([CH2:33][C:34]5[C:39]([CH3:40])=[C:38]([O:41][CH3:42])[C:37]([CH3:43])=[CH:36][N:35]=5)[N:32]=[C:7]([C:8]=34)[CH2:6]2)[CH2:2][CH2:3]1. The yield is 0.840. (9) The product is [CH2:1]([O:3][C:4]([C:5]1[C:6]2[CH:17]=[CH:18][NH:19][C:7]=2[CH:8]=[C:9]([NH2:11])[CH:10]=1)=[O:22])[CH3:2]. The yield is 0.400. The reactants are [CH2:1]([O:3][C:4](=[O:22])[C:5]1[CH:10]=[C:9]([N+:11]([O-])=O)[CH:8]=[C:7]([N+]([O-])=O)[C:6]=1[CH:17]=[CH:18][N:19](C)C)[CH3:2].Cl[Sn]Cl. The catalyst is C(O)C.